Regression. Given two drug SMILES strings and cell line genomic features, predict the synergy score measuring deviation from expected non-interaction effect. From a dataset of NCI-60 drug combinations with 297,098 pairs across 59 cell lines. (1) Drug 1: C(CN)CNCCSP(=O)(O)O. Drug 2: CC1CCCC2(C(O2)CC(NC(=O)CC(C(C(=O)C(C1O)C)(C)C)O)C(=CC3=CSC(=N3)C)C)C. Cell line: NCI-H226. Synergy scores: CSS=30.8, Synergy_ZIP=1.03, Synergy_Bliss=1.29, Synergy_Loewe=-14.5, Synergy_HSA=2.33. (2) Drug 1: CC12CCC3C(C1CCC2=O)CC(=C)C4=CC(=O)C=CC34C. Drug 2: CS(=O)(=O)CCNCC1=CC=C(O1)C2=CC3=C(C=C2)N=CN=C3NC4=CC(=C(C=C4)OCC5=CC(=CC=C5)F)Cl. Cell line: MALME-3M. Synergy scores: CSS=8.15, Synergy_ZIP=0.641, Synergy_Bliss=0.575, Synergy_Loewe=-3.90, Synergy_HSA=-2.03. (3) Cell line: SNB-75. Synergy scores: CSS=-0.632, Synergy_ZIP=0.0362, Synergy_Bliss=0.00107, Synergy_Loewe=-3.21, Synergy_HSA=-2.96. Drug 2: CN(C(=O)NC(C=O)C(C(C(CO)O)O)O)N=O. Drug 1: C1CC(C1)(C(=O)O)C(=O)O.[NH2-].[NH2-].[Pt+2]. (4) Drug 1: C1CC(=O)NC(=O)C1N2CC3=C(C2=O)C=CC=C3N. Drug 2: C1=CN(C=N1)CC(O)(P(=O)(O)O)P(=O)(O)O. Cell line: OVCAR-8. Synergy scores: CSS=-0.0890, Synergy_ZIP=-1.76, Synergy_Bliss=-5.89, Synergy_Loewe=-3.91, Synergy_HSA=-5.19. (5) Drug 1: CC(C)CN1C=NC2=C1C3=CC=CC=C3N=C2N. Drug 2: B(C(CC(C)C)NC(=O)C(CC1=CC=CC=C1)NC(=O)C2=NC=CN=C2)(O)O. Cell line: BT-549. Synergy scores: CSS=41.1, Synergy_ZIP=-1.80, Synergy_Bliss=-1.68, Synergy_Loewe=-11.0, Synergy_HSA=-1.19. (6) Drug 1: CCC(=C(C1=CC=CC=C1)C2=CC=C(C=C2)OCCN(C)C)C3=CC=CC=C3.C(C(=O)O)C(CC(=O)O)(C(=O)O)O. Drug 2: CN1C2=C(C=C(C=C2)N(CCCl)CCCl)N=C1CCCC(=O)O.Cl. Cell line: SR. Synergy scores: CSS=-2.64, Synergy_ZIP=1.97, Synergy_Bliss=-2.42, Synergy_Loewe=-9.08, Synergy_HSA=-7.94. (7) Drug 1: C1=NNC2=C1C(=O)NC=N2. Drug 2: CC(C)NC(=O)C1=CC=C(C=C1)CNNC.Cl. Cell line: OVCAR-5. Synergy scores: CSS=-4.30, Synergy_ZIP=3.40, Synergy_Bliss=3.08, Synergy_Loewe=-1.53, Synergy_HSA=-3.45. (8) Drug 1: CCC1(CC2CC(C3=C(CCN(C2)C1)C4=CC=CC=C4N3)(C5=C(C=C6C(=C5)C78CCN9C7C(C=CC9)(C(C(C8N6C)(C(=O)OC)O)OC(=O)C)CC)OC)C(=O)OC)O. Drug 2: CC(C)(C#N)C1=CC=C(C=C1)N2C3=C4C=C(C=CC4=NC=C3N(C2=O)C)C5=CC6=CC=CC=C6N=C5. Cell line: HT29. Synergy scores: CSS=61.5, Synergy_ZIP=-0.0334, Synergy_Bliss=-2.85, Synergy_Loewe=-2.96, Synergy_HSA=-0.435. (9) Cell line: HCT-15. Drug 1: CN1CCC(CC1)COC2=C(C=C3C(=C2)N=CN=C3NC4=C(C=C(C=C4)Br)F)OC. Synergy scores: CSS=35.5, Synergy_ZIP=6.94, Synergy_Bliss=12.3, Synergy_Loewe=11.1, Synergy_HSA=15.0. Drug 2: CCC1=CC2CC(C3=C(CN(C2)C1)C4=CC=CC=C4N3)(C5=C(C=C6C(=C5)C78CCN9C7C(C=CC9)(C(C(C8N6C)(C(=O)OC)O)OC(=O)C)CC)OC)C(=O)OC.C(C(C(=O)O)O)(C(=O)O)O. (10) Drug 1: C1CN1P(=S)(N2CC2)N3CC3. Drug 2: CC1=C(C(=CC=C1)Cl)NC(=O)C2=CN=C(S2)NC3=CC(=NC(=N3)C)N4CCN(CC4)CCO. Cell line: SK-MEL-5. Synergy scores: CSS=11.3, Synergy_ZIP=-6.93, Synergy_Bliss=-5.25, Synergy_Loewe=-4.24, Synergy_HSA=-4.29.